Dataset: Full USPTO retrosynthesis dataset with 1.9M reactions from patents (1976-2016). Task: Predict the reactants needed to synthesize the given product. (1) Given the product [Cl:19][C:14]1[CH:15]=[CH:16][CH:17]=[CH:18][C:13]=1[N:12]1[C:11](=[O:20])[C:10]2[C:5](=[CH:6][CH:7]=[CH:8][C:9]=2[F:21])[N:4]=[C:3]1[CH2:2][S:23][C:24]1[N:32]=[CH:31][N:30]=[C:29]2[C:25]=1[N:26]=[CH:27][NH:28]2, predict the reactants needed to synthesize it. The reactants are: Cl[CH2:2][C:3]1[N:12]([C:13]2[CH:18]=[CH:17][CH:16]=[CH:15][C:14]=2[Cl:19])[C:11](=[O:20])[C:10]2[C:5](=[CH:6][CH:7]=[CH:8][C:9]=2[F:21])[N:4]=1.O.[SH:23][C:24]1[N:32]=[CH:31][N:30]=[C:29]2[C:25]=1[NH:26][CH:27]=[N:28]2.C([O-])([O-])=O.[K+].[K+]. (2) Given the product [CH2:1]([C:3]1[CH:10]=[CH:9][C:6]([CH:7]=[C:21]([N+:18]([O-:20])=[O:19])[CH2:22][CH3:23])=[CH:5][C:4]=1[O:11][CH3:12])[CH3:2], predict the reactants needed to synthesize it. The reactants are: [CH2:1]([C:3]1[CH:10]=[CH:9][C:6]([CH:7]=O)=[CH:5][C:4]=1[O:11][CH3:12])[CH3:2].C([O-])(=O)C.[NH4+].[N+:18]([CH2:21][CH2:22][CH3:23])([O-:20])=[O:19]. (3) The reactants are: [N+:1]([C:4]1[CH:9]=[CH:8][C:7]([N:10]2[CH2:13][CH:12]([NH:14][C:15](=[O:17])[CH3:16])[CH2:11]2)=[CH:6][CH:5]=1)([O-:3])=[O:2].I[CH3:19]. Given the product [CH3:19][N:14]([CH:12]1[CH2:11][N:10]([C:7]2[CH:8]=[CH:9][C:4]([N+:1]([O-:3])=[O:2])=[CH:5][CH:6]=2)[CH2:13]1)[C:15](=[O:17])[CH3:16], predict the reactants needed to synthesize it. (4) Given the product [Cl:1][C:2]1[CH:3]=[C:4]([CH:7]=[CH:8][C:9]=1[O:10][CH:12]([CH3:13])[CH3:11])[CH:5]=[O:6], predict the reactants needed to synthesize it. The reactants are: [Cl:1][C:2]1[CH:3]=[C:4]([CH:7]=[CH:8][C:9]=1[OH:10])[CH:5]=[O:6].[CH2:11](I)[CH2:12][CH3:13]. (5) Given the product [CH3:12][O:13][N:14]([CH3:15])[C:8]([C:5]1([C:2]([F:4])([F:3])[F:1])[CH2:7][CH2:6]1)=[O:10], predict the reactants needed to synthesize it. The reactants are: [F:1][C:2]([C:5]1([C:8]([OH:10])=O)[CH2:7][CH2:6]1)([F:4])[F:3].Cl.[CH3:12][O:13][NH:14][CH3:15].C1CCC(N=C=NC2CCCCC2)CC1. (6) Given the product [Cl:1][C:2]1[C:3]([CH2:31][N:33]2[CH2:37][CH2:36][C@@H:35]([OH:38])[CH2:34]2)=[C:4]([C:27]([F:28])([F:29])[F:30])[CH:5]=[C:6]2[C:11]=1[NH:10][C:9](=[O:12])[N:8]([CH2:13][C:14]1[CH:19]=[C:18]([Cl:20])[CH:17]=[CH:16][C:15]=1[S:21]([CH2:24][CH3:25])(=[O:23])=[O:22])[C:7]2=[O:26], predict the reactants needed to synthesize it. The reactants are: [Cl:1][C:2]1[C:3]([CH:31]=O)=[C:4]([C:27]([F:30])([F:29])[F:28])[CH:5]=[C:6]2[C:11]=1[NH:10][C:9](=[O:12])[N:8]([CH2:13][C:14]1[CH:19]=[C:18]([Cl:20])[CH:17]=[CH:16][C:15]=1[S:21]([CH2:24][CH3:25])(=[O:23])=[O:22])[C:7]2=[O:26].[NH:33]1[CH2:37][CH2:36][C@@H:35]([OH:38])[CH2:34]1. (7) Given the product [CH2:24]([CH:28]1[CH2:33][CH2:32][N:31]([CH2:4][C:3](=[CH2:2])[CH2:5][N:10]2[C:11]3[CH:16]=[CH:15][CH:14]=[CH:13][C:12]=3[O:7][CH2:8][C:9]2=[O:17])[CH2:30][CH2:29]1)[CH2:25][CH2:26][CH3:27], predict the reactants needed to synthesize it. The reactants are: Cl[CH2:2][C:3]([CH2:5]Cl)=[CH2:4].[O:7]1[C:12]2[CH:13]=[CH:14][CH:15]=[CH:16][C:11]=2[NH:10][C:9](=[O:17])[CH2:8]1.C([O-])([O-])=O.[Cs+].[Cs+].[CH2:24]([CH:28]1[CH2:33][CH2:32][NH:31][CH2:30][CH2:29]1)[CH2:25][CH2:26][CH3:27].